This data is from Full USPTO retrosynthesis dataset with 1.9M reactions from patents (1976-2016). The task is: Predict the reactants needed to synthesize the given product. (1) Given the product [OH:13][C@H:12]([C:14]1[C:15]([CH3:24])=[C:16]2[C:20](=[CH:21][CH:22]=1)[C:19](=[O:23])[O:18][CH2:17]2)[CH2:11][N:10]1[CH:8]2[CH2:7][CH2:6][CH:5]1[CH2:4][CH:3]([NH:2][C:34](=[O:35])[C:33]1[CH:37]=[CH:38][C:30]([N:25]3[CH:29]=[N:28][N:27]=[N:26]3)=[N:31][CH:32]=1)[CH2:9]2, predict the reactants needed to synthesize it. The reactants are: Cl.[NH2:2][CH:3]1[CH2:9][CH:8]2[N:10]([CH2:11][C@@H:12]([C:14]3[C:15]([CH3:24])=[C:16]4[C:20](=[CH:21][CH:22]=3)[C:19](=[O:23])[O:18][CH2:17]4)[OH:13])[CH:5]([CH2:6][CH2:7]2)[CH2:4]1.[N:25]1([C:30]2[CH:38]=[CH:37][C:33]([C:34](O)=[O:35])=[CH:32][N:31]=2)[CH:29]=[N:28][N:27]=[N:26]1. (2) Given the product [F:15][C:16]1[CH:17]=[C:18]([CH:29]=[CH:30][CH:31]=1)[CH2:19][C:20]1[CH:28]=[CH:27][C:23]([C:24]([NH:14][CH2:13][CH2:12][C:6]2[C:5]3[C:9](=[CH:10][CH:11]=[C:3]([CH3:2])[CH:4]=3)[NH:8][CH:7]=2)=[O:25])=[CH:22][CH:21]=1, predict the reactants needed to synthesize it. The reactants are: Cl.[CH3:2][C:3]1[CH:4]=[C:5]2[C:9](=[CH:10][CH:11]=1)[NH:8][CH:7]=[C:6]2[CH2:12][CH2:13][NH2:14].[F:15][C:16]1[CH:17]=[C:18]([CH:29]=[CH:30][CH:31]=1)[CH2:19][C:20]1[CH:28]=[CH:27][C:23]([C:24](O)=[O:25])=[CH:22][CH:21]=1.CN(C(ON1N=NC2C=CC=NC1=2)=[N+](C)C)C.F[P-](F)(F)(F)(F)F.C(N(CC)C(C)C)(C)C. (3) The reactants are: [H-].[H-].[H-].[H-].[Li+].[Al+3].[C:7]([O:11][C:12](=[O:49])[CH2:13][CH:14]([NH:21][S:22]([C:25]1[CH:30]=[CH:29][C:28]([NH:31][C:32]([NH:34][CH3:35])=[S:33])=[CH:27][C:26]=1[O:36][CH2:37][CH2:38][C:39]1[CH:48]=[CH:47][CH:46]=[C:45]2[C:40]=1[CH:41]=[CH:42][CH:43]=[N:44]2)(=[O:24])=[O:23])[C:15](N(OC)C)=[O:16])([CH3:10])([CH3:9])[CH3:8]. Given the product [C:7]([O:11][C:12](=[O:49])[CH2:13][CH:14]([NH:21][S:22]([C:25]1[CH:30]=[CH:29][C:28]([NH:31][C:32]([NH:34][CH3:35])=[S:33])=[CH:27][C:26]=1[O:36][CH2:37][CH2:38][C:39]1[CH:48]=[CH:47][CH:46]=[C:45]2[C:40]=1[CH:41]=[CH:42][CH:43]=[N:44]2)(=[O:24])=[O:23])[CH:15]=[O:16])([CH3:10])([CH3:8])[CH3:9], predict the reactants needed to synthesize it.